From a dataset of Full USPTO retrosynthesis dataset with 1.9M reactions from patents (1976-2016). Predict the reactants needed to synthesize the given product. Given the product [N:1]1([CH2:8][CH2:9][CH2:10][N:11]([CH2:12][C:13]2[CH:18]=[CH:17][CH:16]=[CH:15][CH:14]=2)[CH3:22])[CH2:7][CH2:6][CH2:5][CH2:4][CH2:3][CH2:2]1, predict the reactants needed to synthesize it. The reactants are: [N:1]1([CH2:8][CH2:9][CH2:10][NH2:11])[CH2:7][CH2:6][CH2:5][CH2:4][CH2:3][CH2:2]1.[CH:12](=O)[C:13]1[CH:18]=[CH:17][CH:16]=[CH:15][CH:14]=1.[BH-](OC(C)=O)(OC(C)=O)O[C:22](C)=O.[Na+].C=O.[OH-].[Na+].